Dataset: Reaction yield outcomes from USPTO patents with 853,638 reactions. Task: Predict the reaction yield, written as a fraction of the theoretical maximum amount of product (1.0 means a 100% yield; for example, 0.34 means a 34% yield). The reactants are [N:1]1[N:9]2[C:4]([CH2:5][O:6][CH2:7][CH2:8]2)=[CH:3][C:2]=1[NH2:10].Br[C:12]1[C:13](=[O:20])[N:14]([CH3:19])[CH:15]=[C:16]([Br:18])[CH:17]=1.C(=O)([O-])[O-].[Cs+].[Cs+].CC1(C)C2C(=C(P(C3C=CC=CC=3)C3C=CC=CC=3)C=CC=2)OC2C(P(C3C=CC=CC=3)C3C=CC=CC=3)=CC=CC1=2. The yield is 0.310. The catalyst is C1C=CC(/C=C/C(/C=C/C2C=CC=CC=2)=O)=CC=1.C1C=CC(/C=C/C(/C=C/C2C=CC=CC=2)=O)=CC=1.C1C=CC(/C=C/C(/C=C/C2C=CC=CC=2)=O)=CC=1.[Pd].[Pd].O1CCOCC1. The product is [Br:18][C:16]1[CH:17]=[C:12]([NH:10][C:2]2[CH:3]=[C:4]3[CH2:5][O:6][CH2:7][CH2:8][N:9]3[N:1]=2)[C:13](=[O:20])[N:14]([CH3:19])[CH:15]=1.